The task is: Regression. Given a peptide amino acid sequence and an MHC pseudo amino acid sequence, predict their binding affinity value. This is MHC class I binding data.. This data is from Peptide-MHC class I binding affinity with 185,985 pairs from IEDB/IMGT. (1) The peptide sequence is VNTNMGLKFR. The MHC is Patr-A0301 with pseudo-sequence Patr-A0301. The binding affinity (normalized) is 0.0733. (2) The peptide sequence is ETQTGMHAH. The MHC is HLA-B48:01 with pseudo-sequence HLA-B48:01. The binding affinity (normalized) is 0.0847. (3) The peptide sequence is MSWGWRLPF. The MHC is HLA-C07:01 with pseudo-sequence HLA-C07:01. The binding affinity (normalized) is 0.449. (4) The peptide sequence is RSLYNTVATLY. The MHC is HLA-B35:03 with pseudo-sequence HLA-B35:03. The binding affinity (normalized) is 0. (5) The peptide sequence is RPAPATGAL. The MHC is HLA-B35:01 with pseudo-sequence HLA-B35:01. The binding affinity (normalized) is 0.710. (6) The peptide sequence is SRWPITHLHTD. The MHC is Mamu-B03 with pseudo-sequence Mamu-B03. The binding affinity (normalized) is 0.274.